From a dataset of TCR-epitope binding with 47,182 pairs between 192 epitopes and 23,139 TCRs. Binary Classification. Given a T-cell receptor sequence (or CDR3 region) and an epitope sequence, predict whether binding occurs between them. The epitope is MPASWVMRI. The TCR CDR3 sequence is CASSPGDAPYEQYF. Result: 1 (the TCR binds to the epitope).